This data is from M1 muscarinic receptor antagonist screen with 61,756 compounds. The task is: Binary Classification. Given a drug SMILES string, predict its activity (active/inactive) in a high-throughput screening assay against a specified biological target. (1) The result is 0 (inactive). The compound is Clc1cc2c(=O)n3cc(C(=O)N4CCN(CC4)C(OCC)=O)ccc3nc2cc1. (2) The molecule is O=C(N(CC)CC)c1c(c([nH]c1C)C(OCC)=O)C. The result is 0 (inactive). (3) The molecule is FC(F)(F)c1nc(N2CCN(CC2)c2ccccc2)nc(c1)c1cc(OC)c(OC)cc1. The result is 0 (inactive). (4) The result is 0 (inactive). The compound is O=C(NC1CCCCC1)C(C(c1ccccc1)C)CC(O)=O. (5) The compound is S(CCOCCOc1cc(ccc1)C)c1ncccn1. The result is 0 (inactive). (6) The compound is O1CCN(CC1)C(=O)c1c(NC(=O)c2c(OC)cccc2OC)cccc1. The result is 0 (inactive). (7) The molecule is S(=O)(=O)(N1CC(CCC1)C(=O)NCc1cc(OC)ccc1)c1[nH]cnc1. The result is 0 (inactive). (8) The compound is S(=O)(=O)(CCC(=O)N(c1c(OC)cc(OC)cc1)C)c1c2nonc2ccc1. The result is 0 (inactive). (9) The result is 0 (inactive). The molecule is S(CCn1c(N2CCCCC2)nc2n(c(=O)n(c(=O)c12)C)C)c1sc(nn1)C. (10) The compound is O=C1N(CCCCCC(=O)NCc2occc2)C(=O)c2c1cccc2. The result is 0 (inactive).